This data is from Peptide-MHC class II binding affinity with 134,281 pairs from IEDB. The task is: Regression. Given a peptide amino acid sequence and an MHC pseudo amino acid sequence, predict their binding affinity value. This is MHC class II binding data. (1) The peptide sequence is FIFFLLLAGRSCSDG. The MHC is DRB1_0405 with pseudo-sequence DRB1_0405. The binding affinity (normalized) is 0.657. (2) The peptide sequence is AAAAAYEAAFAATVP. The MHC is DRB3_0101 with pseudo-sequence DRB3_0101. The binding affinity (normalized) is 0.568.